This data is from Reaction yield outcomes from USPTO patents with 853,638 reactions. The task is: Predict the reaction yield, written as a fraction of the theoretical maximum amount of product (1.0 means a 100% yield; for example, 0.34 means a 34% yield). (1) The reactants are F[P-](F)(F)(F)(F)F.N1(O[P+](N(C)C)(N(C)C)N(C)C)C2C=CC=CC=2N=N1.[Cl:28][C:29]1[CH:30]=[C:31]([CH:37]([CH2:41][CH:42]2[CH2:46][CH2:45][CH2:44][CH2:43]2)[C:38]([OH:40])=O)[CH:32]=[CH:33][C:34]=1[S:35][CH3:36].C(N(CC)C(C)C)(C)C.[NH2:56][C:57]1[S:58][CH:59]=[CH:60][N:61]=1. The catalyst is C(Cl)Cl. The product is [Cl:28][C:29]1[CH:30]=[C:31]([CH:37]([CH2:41][CH:42]2[CH2:46][CH2:45][CH2:44][CH2:43]2)[C:38]([NH:56][C:57]2[S:58][CH:59]=[CH:60][N:61]=2)=[O:40])[CH:32]=[CH:33][C:34]=1[S:35][CH3:36]. The yield is 0.710. (2) The reactants are IC.[C:3]([O:7][C:8]([N:10]1[CH2:15][CH2:14][O:13][CH2:12][CH:11]1[C:16]([OH:18])=[O:17])=[O:9])([CH3:6])([CH3:5])[CH3:4].[C:19](=O)([O-])[O-].[K+].[K+]. The catalyst is CN(C=O)C.C(OCC)C. The product is [CH3:19][O:17][C:16]([CH:11]1[CH2:12][O:13][CH2:14][CH2:15][N:10]1[C:8]([O:7][C:3]([CH3:6])([CH3:4])[CH3:5])=[O:9])=[O:18]. The yield is 0.940. (3) The reactants are [OH:1][NH:2][C:3](=[NH:7])[CH:4]([CH3:6])[CH3:5].N1C=CC=CC=1.[Cl:14][C:15]([Cl:20])([Cl:19])[C:16](Cl)=O.O. The catalyst is ClCCl. The product is [CH3:5][CH:4]([C:3]1[N:7]=[C:16]([C:15]([Cl:20])([Cl:19])[Cl:14])[O:1][N:2]=1)[CH3:6]. The yield is 0.760.